This data is from Reaction yield outcomes from USPTO patents with 853,638 reactions. The task is: Predict the reaction yield, written as a fraction of the theoretical maximum amount of product (1.0 means a 100% yield; for example, 0.34 means a 34% yield). (1) The reactants are [NH4+].[Cl-].[CH2:3]([CH:5]1[CH2:14][CH2:13][C:12]2[C:7](=[CH:8][CH:9]=[C:10]([NH2:15])[CH:11]=2)[O:6]1)[CH3:4].C(C1CCC2C(=C(N)C=CC=2)O1)C.[CH3:29][S:30](Cl)(=[O:32])=[O:31]. The catalyst is CO.C(Cl)Cl.[Fe]. The product is [CH2:3]([CH:5]1[CH2:14][CH2:13][C:12]2[C:7](=[CH:8][CH:9]=[C:10]([NH:15][S:30]([CH3:29])(=[O:32])=[O:31])[CH:11]=2)[O:6]1)[CH3:4]. The yield is 0.120. (2) The reactants are [OH:1][C:2]1[CH:7]=[CH:6][NH:5][C:4](=[O:8])[CH:3]=1.[BrH:9].[Br:10]Br. The catalyst is O. The product is [Br:9][C:3]1[C:4](=[O:8])[NH:5][CH:6]=[C:7]([Br:10])[C:2]=1[OH:1]. The yield is 1.00. (3) The reactants are F[C:2]1[CH:7]=[CH:6][C:5]([C:8]2[O:9][C:10]([C:13]3[C:14]([C:19]4[CH:24]=[CH:23][CH:22]=[CH:21][CH:20]=4)=[N:15][O:16][C:17]=3[CH3:18])=[N:11][N:12]=2)=[C:4](OC)[CH:3]=1.[CH3:27][CH:28]1[O:33][CH:32]([CH3:34])[CH2:31][NH:30][CH2:29]1. The catalyst is CS(C)=O. The product is [CH3:34][CH:32]1[O:33][CH:28]([CH3:27])[CH2:29][N:30]([C:2]2[CH:3]=[CH:4][C:5]([C:8]3[O:9][C:10]([C:13]4[C:14]([C:19]5[CH:24]=[CH:23][CH:22]=[CH:21][CH:20]=5)=[N:15][O:16][C:17]=4[CH3:18])=[N:11][N:12]=3)=[CH:6][CH:7]=2)[CH2:31]1. The yield is 0.240. (4) The reactants are [CH:1]([NH:3][NH:4][C:5](=O)[C:6]([CH3:32])([CH3:31])[CH2:7][C:8]1[S:9][C:10]([C:13]2[CH:18]=[C:17]([NH:19][C:20]3[N:25]=[C:24]([C:26]([F:29])([F:28])[F:27])[CH:23]=[CH:22][N:21]=3)[CH:16]=[C:15]([CH3:30])[CH:14]=2)=[CH:11][N:12]=1)=[O:2].CC[N+](S(N=C(OC)[O-])(=O)=O)(CC)CC. The catalyst is C1COCC1. The product is [CH3:30][C:15]1[CH:16]=[C:17]([NH:19][C:20]2[N:25]=[C:24]([C:26]([F:27])([F:29])[F:28])[CH:23]=[CH:22][N:21]=2)[CH:18]=[C:13]([C:10]2[S:9][C:8]([CH2:7][C:6]([CH3:31])([C:5]3[O:2][CH:1]=[N:3][N:4]=3)[CH3:32])=[N:12][CH:11]=2)[CH:14]=1. The yield is 0.480. (5) The product is [Br:1][C:2]1[CH:11]=[C:10]2[C:5]([N:6]=[CH:7][C:8]([Cl:20])=[N:9]2)=[CH:4][CH:3]=1. The yield is 0.750. The reactants are [Br:1][C:2]1[CH:11]=[C:10]2[C:5]([N:6]=[CH:7][C:8](=O)[NH:9]2)=[CH:4][CH:3]=1.CN(C=O)C.O=P(Cl)(Cl)[Cl:20]. No catalyst specified. (6) The reactants are [CH:1]12[CH:12]=[CH:11][CH:7]([CH:8]3[CH:10]1[CH2:9]3)[CH:6]1[CH:2]2[C:3](=[O:14])[O:4][C:5]1=[O:13].[CH3:15][OH:16]. No catalyst specified. The product is [CH3:15][O:16][C:3]([CH:2]1[CH:1]2[CH:12]=[CH:11][CH:7]([CH:8]3[CH:10]2[CH2:9]3)[CH:6]1[C:5]([OH:4])=[O:13])=[O:14]. The yield is 0.950. (7) The reactants are [OH:1][C:2]1[CH:7]=[CH:6][C:5]([CH:8]([CH:12]2C(=O)OC(C)(C)[O:14][C:13]2=[O:21])[C:9]#[C:10][CH3:11])=[CH:4][CH:3]=1.C(C(CC)=O)C.[Na+].[Cl-]. The catalyst is O. The product is [OH:1][C:2]1[CH:3]=[CH:4][C:5]([CH:8]([C:9]#[C:10][CH3:11])[CH2:12][C:13]([OH:21])=[O:14])=[CH:6][CH:7]=1. The yield is 0.770.